This data is from Catalyst prediction with 721,799 reactions and 888 catalyst types from USPTO. The task is: Predict which catalyst facilitates the given reaction. (1) Reactant: C(C(O)=[O:29])CC(F)(F)C(F)(F)C(F)(F)C(F)(F)C(F)(F)C(F)(F)C(F)(F)C(F)(F)F.ON1C(=O)CCC1=O.[CH:39]1([N:45]=[C:46]=[N:47][CH:48]2[CH2:53][CH2:52][CH2:51][CH2:50][CH2:49]2)[CH2:44][CH2:43][CH2:42][CH2:41][CH2:40]1. Product: [C:46]([NH:45][CH:39]1[CH2:40][CH2:41][CH2:42][CH2:43][CH2:44]1)([NH:47][CH:48]1[CH2:53][CH2:52][CH2:51][CH2:50][CH2:49]1)=[O:29]. The catalyst class is: 13. (2) Reactant: [CH3:1][C:2]1[CH:7]=[CH:6][CH:5]=[C:4]([CH3:8])[C:3]=1[C:9]1[CH:14]=[CH:13][CH:12]=[C:11]([CH2:15][NH:16][C:17]2[CH:22]=[CH:21][C:20]([CH2:23][CH2:24][C:25]([O:27][CH3:28])=[O:26])=[CH:19][CH:18]=2)[CH:10]=1.I[CH2:30][CH2:31][CH3:32].C(=O)([O-])[O-].[K+].[K+]. Product: [CH3:8][C:4]1[CH:5]=[CH:6][CH:7]=[C:2]([CH3:1])[C:3]=1[C:9]1[CH:14]=[CH:13][CH:12]=[C:11]([CH2:15][N:16]([CH2:30][CH2:31][CH3:32])[C:17]2[CH:18]=[CH:19][C:20]([CH2:23][CH2:24][C:25]([O:27][CH3:28])=[O:26])=[CH:21][CH:22]=2)[CH:10]=1. The catalyst class is: 9. (3) Reactant: [CH:1]1[CH:6]=[C:5]2[C:7]([C:9](O)([OH:12])[C:10](=[O:11])[C:4]2=[CH:3][CH:2]=1)=[O:8].[CH:14]([C:17]1[CH:22]=[C:21]([CH:23]([CH3:25])[CH3:24])[CH:20]=[CH:19][C:18]=1[OH:26])([CH3:16])[CH3:15]. Product: [OH:11][C:10]12[C:4]3[C:5](=[CH:6][CH:1]=[CH:2][CH:3]=3)[C:7](=[O:8])[C:9]1([OH:12])[C:19]1[C:18]([O:26]2)=[C:17]([CH:14]([CH3:16])[CH3:15])[CH:22]=[C:21]([CH:23]([CH3:25])[CH3:24])[CH:20]=1. The catalyst class is: 15. (4) The catalyst class is: 3. Product: [F:25][C:26]1[CH:31]=[CH:30][C:29]([NH:32][C:33]2[C:34]3[C:41]([CH3:42])=[C:40]([C:43]([NH:2][CH3:1])=[O:45])[S:39][C:35]=3[N:36]=[CH:37][N:38]=2)=[C:28]([O:47][CH:48]2[CH2:49][CH2:50][O:51][CH2:52][CH2:53]2)[CH:27]=1. Reactant: [CH3:1][N:2](C(ON1N=NC2C=CC=NC1=2)=[N+](C)C)C.F[P-](F)(F)(F)(F)F.[F:25][C:26]1[CH:31]=[CH:30][C:29]([NH:32][C:33]2[C:34]3[C:41]([CH3:42])=[C:40]([C:43]([O:45]C)=O)[S:39][C:35]=3[N:36]=[CH:37][N:38]=2)=[C:28]([O:47][CH:48]2[CH2:53][CH2:52][O:51][CH2:50][CH2:49]2)[CH:27]=1.CCN(C(C)C)C(C)C.CN. (5) Reactant: [CH2:1]([O:8][C:9]1[CH:16]=[CH:15][C:12]([C:13]#N)=[CH:11][N:10]=1)[C:2]1[CH:7]=[CH:6][CH:5]=[CH:4][CH:3]=1.[OH-:17].[Na+].[OH2:19]. Product: [CH2:1]([O:8][C:9]1[CH:16]=[CH:15][C:12]([C:13]([OH:19])=[O:17])=[CH:11][N:10]=1)[C:2]1[CH:7]=[CH:6][CH:5]=[CH:4][CH:3]=1. The catalyst class is: 14. (6) The catalyst class is: 2. Reactant: FC(F)(F)C(O)=O.C(OC([N:15]1[CH2:20][CH2:19][CH:18]([NH:21][C:22]2[C:27]([NH:28][C:29](=[O:36])[CH2:30][CH:31]3[CH2:35][CH2:34][CH2:33][CH2:32]3)=[CH:26][N:25]=[C:24]3[N:37]([S:40]([C:43]4[CH:48]=[CH:47][CH:46]=[CH:45][CH:44]=4)(=[O:42])=[O:41])[CH:38]=[CH:39][C:23]=23)[CH2:17][CH2:16]1)=O)(C)(C)C.[C:49](#[N:52])[CH:50]=[CH2:51]. Product: [C:43]1([S:40]([N:37]2[C:24]3=[N:25][CH:26]=[C:27]([NH:28][C:29](=[O:36])[CH2:30][CH:31]4[CH2:32][CH2:33][CH2:34][CH2:35]4)[C:22]([NH:21][CH:18]4[CH2:19][CH2:20][N:15]([CH2:51][CH2:50][C:49]#[N:52])[CH2:16][CH2:17]4)=[C:23]3[CH:39]=[CH:38]2)(=[O:41])=[O:42])[CH:48]=[CH:47][CH:46]=[CH:45][CH:44]=1. (7) Reactant: [C:1]([O:5][C:6]([CH2:8][O:9][CH:10]1[CH:14]([OH:15])[CH2:13][N:12]([C:16](=[O:23])[C@H:17]([CH2:19][CH:20]([CH3:22])[CH3:21])[NH2:18])[CH2:11]1)=[O:7])([CH3:4])([CH3:3])[CH3:2].C(N(CC)CC)C.Cl[C:32]([O:34][CH2:35][C:36]1[CH:41]=[CH:40][CH:39]=[CH:38][CH:37]=1)=[O:33]. Product: [C:1]([O:5][C:6]([CH2:8][O:9][CH:10]1[CH:14]([OH:15])[CH2:13][N:12]([C:16](=[O:23])[C@H:17]([CH2:19][CH:20]([CH3:21])[CH3:22])[NH:18][C:32]([O:34][CH2:35][C:36]2[CH:41]=[CH:40][CH:39]=[CH:38][CH:37]=2)=[O:33])[CH2:11]1)=[O:7])([CH3:4])([CH3:3])[CH3:2]. The catalyst class is: 4.